From a dataset of NCI-60 drug combinations with 297,098 pairs across 59 cell lines. Regression. Given two drug SMILES strings and cell line genomic features, predict the synergy score measuring deviation from expected non-interaction effect. Drug 1: CC1C(C(=O)NC(C(=O)N2CCCC2C(=O)N(CC(=O)N(C(C(=O)O1)C(C)C)C)C)C(C)C)NC(=O)C3=C4C(=C(C=C3)C)OC5=C(C(=O)C(=C(C5=N4)C(=O)NC6C(OC(=O)C(N(C(=O)CN(C(=O)C7CCCN7C(=O)C(NC6=O)C(C)C)C)C)C(C)C)C)N)C. Drug 2: C1=NC2=C(N=C(N=C2N1C3C(C(C(O3)CO)O)O)F)N. Synergy scores: CSS=13.0, Synergy_ZIP=2.00, Synergy_Bliss=1.18, Synergy_Loewe=-49.6, Synergy_HSA=-1.80. Cell line: NCI-H460.